The task is: Predict the reaction yield, written as a fraction of the theoretical maximum amount of product (1.0 means a 100% yield; for example, 0.34 means a 34% yield).. This data is from Reaction yield outcomes from USPTO patents with 853,638 reactions. (1) The reactants are [CH:1]1([N:4]([CH2:39][C:40]2[CH:45]=[CH:44][C:43]([O:46][CH3:47])=[CH:42][CH:41]=2)[C:5]2[C:6]3[N:7]([C:26]([C:29](=[O:38])NC4C=CN=CC=4F)=[CH:27][N:28]=3)[N:8]=[C:9]([NH:11][C@H:12]3[CH2:17][CH2:16][C@H:15]([NH:18][C:19](=[O:25])[O:20][C:21]([CH3:24])([CH3:23])[CH3:22])[CH2:14][CH2:13]3)[CH:10]=2)[CH2:3][CH2:2]1.[OH-:48].[Na+].Cl. The catalyst is CO. The product is [C:21]([O:20][C:19]([NH:18][C@H:15]1[CH2:14][CH2:13][C@H:12]([NH:11][C:9]2[CH:10]=[C:5]([N:4]([CH:1]3[CH2:3][CH2:2]3)[CH2:39][C:40]3[CH:45]=[CH:44][C:43]([O:46][CH3:47])=[CH:42][CH:41]=3)[C:6]3[N:7]([C:26]([C:29]([OH:48])=[O:38])=[CH:27][N:28]=3)[N:8]=2)[CH2:17][CH2:16]1)=[O:25])([CH3:22])([CH3:24])[CH3:23]. The yield is 0.653. (2) The reactants are [Cl:1][C:2]1[C:3]([F:21])=[C:4]2[CH:10]=[CH:9][N:8]([Si](C(C)C)(C(C)C)C(C)C)[C:5]2=[N:6][CH:7]=1.CCCC[N+](CCCC)(CCCC)CCCC.[F-]. The catalyst is C1COCC1. The product is [Cl:1][C:2]1[C:3]([F:21])=[C:4]2[CH:10]=[CH:9][NH:8][C:5]2=[N:6][CH:7]=1. The yield is 0.890. (3) The reactants are ClC(Cl)C(O)=O.N[C:8]1[N:9]([C:28]2[C:37]3[C:32](=[CH:33][CH:34]=[C:35]([O:38][CH3:39])[CH:36]=3)[C:31]([CH3:40])=[CH:30][CH:29]=2)[C:10]([S:13][CH2:14][C:15]([NH:17][C:18]2[CH:26]=[CH:25][C:21]([C:22]([OH:24])=[O:23])=[CH:20][C:19]=2[Cl:27])=[O:16])=[N:11][N:12]=1.N([O-])=O.[Na+].[Br:45]CBr. The catalyst is [Br-].C([N+](CC)(CC)CC)C1C=CC=CC=1. The product is [Br:45][C:8]1[N:9]([C:28]2[C:37]3[C:32](=[CH:33][CH:34]=[C:35]([O:38][CH3:39])[CH:36]=3)[C:31]([CH3:40])=[CH:30][CH:29]=2)[C:10]([S:13][CH2:14][C:15]([NH:17][C:18]2[CH:26]=[CH:25][C:21]([C:22]([OH:24])=[O:23])=[CH:20][C:19]=2[Cl:27])=[O:16])=[N:11][N:12]=1. The yield is 0.240. (4) The catalyst is C(O)C. The reactants are [OH-].[Na+].[NH2:3][C:4]1[N:9]=[C:8]([CH2:10][N:11]2[C:19]3[C:14](=[CH:15][CH:16]=[C:17]([OH:20])[CH:18]=3)[CH:13]=[C:12]2[C:21]2[CH:26]=[CH:25][CH:24]=[CH:23][C:22]=2[Cl:27])[CH:7]=[CH:6][CH:5]=1.Br[C:29]1[CH:30]=[N:31][CH:32]=[N:33][CH:34]=1.CN(P(N(C)C)(N(C)C)=O)C. The product is [Cl:27][C:22]1[CH:23]=[CH:24][CH:25]=[CH:26][C:21]=1[C:12]1[N:11]([CH2:10][C:8]2[N:9]=[C:4]([NH2:3])[CH:5]=[CH:6][CH:7]=2)[C:19]2[C:14]([CH:13]=1)=[CH:15][CH:16]=[C:17]([O:20][C:29]1[CH:30]=[N:31][CH:32]=[N:33][CH:34]=1)[CH:18]=2. The yield is 0.240. (5) The reactants are C[O:2][C:3](=[O:29])[CH:4]([N:15]1[CH2:19][C:18]([O:20][C:21]2[CH:26]=[CH:25][CH:24]=[CH:23][C:22]=2[Cl:27])=[CH:17][C:16]1=[O:28])[CH2:5][CH:6]([C:11]([F:14])([F:13])[F:12])[C:7]([F:10])([F:9])[F:8].O1CCCC1.O.[OH-].[Li+]. The catalyst is O. The product is [Cl:27][C:22]1[CH:23]=[CH:24][CH:25]=[CH:26][C:21]=1[O:20][C:18]1[CH2:19][N:15]([CH:4]([CH2:5][CH:6]([C:11]([F:13])([F:14])[F:12])[C:7]([F:9])([F:8])[F:10])[C:3]([OH:29])=[O:2])[C:16](=[O:28])[CH:17]=1. The yield is 0.750. (6) The reactants are [O:1]=[S:2](Cl)Cl.[Br:5][C:6]1[CH:7]=[C:8]([C:12]([NH:16][C:17](=[O:23])[O:18][C:19]([CH3:22])([CH3:21])[CH3:20])([CH3:15])[CH2:13][OH:14])[CH:9]=[CH:10][CH:11]=1.N1C=CC=CC=1. The catalyst is CC#N. The product is [C:19]([O:18][C:17]([N:16]1[C:12]([C:8]2[CH:9]=[CH:10][CH:11]=[C:6]([Br:5])[CH:7]=2)([CH3:15])[CH2:13][O:14][S:2]1=[O:1])=[O:23])([CH3:20])([CH3:21])[CH3:22]. The yield is 0.890. (7) The reactants are [Cl:1][C:2]1[N:12]=[CH:11][C:5]2[N:6]=[CH:7][NH:8][C:9](=[O:10])[C:4]=2[CH:3]=1.C([O-])([O-])=O.[Cs+].[Cs+].[C:19]([O:23][C:24](=[O:33])[C:25]1[CH:30]=[CH:29][C:28]([CH2:31]Br)=[CH:27][CH:26]=1)([CH3:22])([CH3:21])[CH3:20].C(O)(C(F)(F)F)=O. The catalyst is O.CC#N.CN(C=O)C. The product is [C:19]([O:23][C:24](=[O:33])[C:25]1[CH:26]=[CH:27][C:28]([CH2:31][N:8]2[C:9](=[O:10])[C:4]3[CH:3]=[C:2]([Cl:1])[N:12]=[CH:11][C:5]=3[N:6]=[CH:7]2)=[CH:29][CH:30]=1)([CH3:22])([CH3:21])[CH3:20]. The yield is 0.980. (8) The reactants are [CH3:1][C:2]1([CH2:20][OH:21])[CH2:7][O:6][CH:5]([C:8]2[C:13]([O:14][CH3:15])=[CH:12][C:11]([O:16][CH3:17])=[CH:10][C:9]=2[O:18][CH3:19])[O:4][CH2:3]1.C(N(CC)CC)C.[C:29](Cl)(=[O:33])[C:30]([CH3:32])=[CH2:31].CO. The catalyst is ClCCl. The product is [C:29]([O:21][CH2:20][C:2]1([CH3:1])[CH2:3][O:4][CH:5]([C:8]2[C:9]([O:18][CH3:19])=[CH:10][C:11]([O:16][CH3:17])=[CH:12][C:13]=2[O:14][CH3:15])[O:6][CH2:7]1)(=[O:33])[C:30]([CH3:32])=[CH2:31]. The yield is 0.710.